Dataset: Reaction yield outcomes from USPTO patents with 853,638 reactions. Task: Predict the reaction yield, written as a fraction of the theoretical maximum amount of product (1.0 means a 100% yield; for example, 0.34 means a 34% yield). (1) The catalyst is O. The yield is 0.990. The product is [Cl:1][C:2]1[N:10]=[C:9]2[C:5]([N:6]=[CH:7][NH:8]2)=[C:4]([N:12]2[CH2:17][CH2:16][O:15][CH2:14][CH2:13]2)[N:3]=1. The reactants are [Cl:1][C:2]1[N:10]=[C:9]2[C:5]([N:6]=[CH:7][NH:8]2)=[C:4](Cl)[N:3]=1.[NH:12]1[CH2:17][CH2:16][O:15][CH2:14][CH2:13]1. (2) The reactants are [Cl:1][C:2]1[N:11]=[C:10]([CH3:12])[C:9]2[NH:8][CH2:7][CH:6]3[CH2:13][O:14][CH2:15][CH2:16][N:5]3[C:4]=2[N:3]=1.CC(C)([O-])C.[Na+].Br[CH2:24][C:25]1[CH:30]=[CH:29][C:28]([S:31]([CH3:34])(=[O:33])=[O:32])=[CH:27][CH:26]=1. The catalyst is CS(C)=O. The product is [Cl:1][C:2]1[N:11]=[C:10]([CH3:12])[C:9]2[N:8]([CH2:24][C:25]3[CH:26]=[CH:27][C:28]([S:31]([CH3:34])(=[O:33])=[O:32])=[CH:29][CH:30]=3)[CH2:7][CH:6]3[CH2:13][O:14][CH2:15][CH2:16][N:5]3[C:4]=2[N:3]=1. The yield is 0.210. (3) The reactants are [CH3:1][O:2][C:3]1[CH:4]=[C:5]2[C:9](=[CH:10][CH:11]=1)[NH:8][CH:7]=[CH:6]2.[H-].[Na+].[CH3:14]I. The catalyst is CN(C)C=O. The product is [CH3:1][O:2][C:3]1[CH:4]=[C:5]2[C:9](=[CH:10][CH:11]=1)[N:8]([CH3:14])[CH:7]=[CH:6]2. The yield is 0.830. (4) The reactants are [Cl:1][C:2]1[N:7]=[C:6](Cl)[CH:5]=[CH:4][N:3]=1.[CH3:9][NH:10][CH:11]1[CH2:27][CH2:26][C:14]2([CH2:18][N:17]([C:19]([O:21][C:22]([CH3:25])([CH3:24])[CH3:23])=[O:20])[CH2:16][CH2:15]2)[CH2:13][CH2:12]1.CCN(CC)CC. The catalyst is CCO. The product is [Cl:1][C:2]1[N:7]=[C:6]([N:10]([CH3:9])[CH:11]2[CH2:27][CH2:26][C:14]3([CH2:18][N:17]([C:19]([O:21][C:22]([CH3:23])([CH3:24])[CH3:25])=[O:20])[CH2:16][CH2:15]3)[CH2:13][CH2:12]2)[CH:5]=[CH:4][N:3]=1. The yield is 0.381. (5) The reactants are [CH3:1][O:2][C:3]1[CH:4]=[C:5]([C:9]2[CH:17]=[C:16]3[C:12]([CH2:13][C:14](=[O:18])[NH:15]3)=[CH:11][CH:10]=2)[CH:6]=[CH:7][CH:8]=1.[CH3:19][N:20]([CH3:35])[CH2:21][CH2:22][NH:23][C:24]([C:26]1[C:30]([CH3:31])=[C:29]([CH:32]=O)[NH:28][C:27]=1[CH3:34])=[O:25]. No catalyst specified. The product is [CH3:19][N:20]([CH3:35])[CH2:21][CH2:22][NH:23][C:24]([C:26]1[C:30]([CH3:31])=[C:29]([CH:32]=[C:13]2[C:12]3[C:16](=[CH:17][C:9]([C:5]4[CH:6]=[CH:7][CH:8]=[C:3]([O:2][CH3:1])[CH:4]=4)=[CH:10][CH:11]=3)[NH:15][C:14]2=[O:18])[NH:28][C:27]=1[CH3:34])=[O:25]. The yield is 0.140. (6) The reactants are [Cl:1][C:2]1[CH:7]=[CH:6][N:5]=[C:4]2[NH:8][N:9]=[C:10]([I:11])[C:3]=12.C([O-])([O-])=O.[K+].[K+].Cl[CH2:19][C:20]1[CH:25]=[CH:24][C:23]([O:26][CH3:27])=[CH:22][CH:21]=1. The catalyst is CN(C=O)C. The product is [Cl:1][C:2]1[CH:7]=[CH:6][N:5]=[C:4]2[N:8]([CH2:19][C:20]3[CH:25]=[CH:24][C:23]([O:26][CH3:27])=[CH:22][CH:21]=3)[N:9]=[C:10]([I:11])[C:3]=12. The yield is 0.670. (7) The reactants are [Cl:1][C:2]1[CH:3]=[C:4]([C:11]2[CH:16]=[CH:15][C:14]([C:17]([N:19]3[CH2:24][CH2:23][CH:22]([C:25]([F:28])([F:27])[F:26])[CH2:21][CH2:20]3)=[O:18])=[CH:13][CH:12]=2)[CH:5]=[C:6]([Cl:10])[C:7]=1[CH2:8]O.C1(P(C2C=CC=CC=2)C2C=CC=CC=2)C=CC=CC=1.C(Br)(Br)(Br)[Br:49]. The catalyst is ClCCl. The product is [Br:49][CH2:8][C:7]1[C:2]([Cl:1])=[CH:3][C:4]([C:11]2[CH:16]=[CH:15][C:14]([C:17]([N:19]3[CH2:24][CH2:23][CH:22]([C:25]([F:28])([F:27])[F:26])[CH2:21][CH2:20]3)=[O:18])=[CH:13][CH:12]=2)=[CH:5][C:6]=1[Cl:10]. The yield is 0.540. (8) The reactants are C(OC([N:8]1[C:16]2[C:11](=[CH:12][C:13]([C:17]#[N:18])=[CH:14][CH:15]=2)[C:10]([N:19]2[CH2:28][C@H:27]3[N:23]([CH2:24][CH2:25][CH2:26]3)[C:22]3[N:29]=[C:30]([NH:33][CH2:34][CH3:35])[N:31]=[CH:32][C:21]=3[C:20]2=[O:36])=[CH:9]1)=O)(C)(C)C.[OH-].[Na+].Cl. The catalyst is C(O)C. The product is [C:17]([C:13]1[CH:12]=[C:11]2[C:16](=[CH:15][CH:14]=1)[NH:8][CH:9]=[C:10]2[N:19]1[CH2:28][C@H:27]2[N:23]([CH2:24][CH2:25][CH2:26]2)[C:22]2[N:29]=[C:30]([NH:33][CH2:34][CH3:35])[N:31]=[CH:32][C:21]=2[C:20]1=[O:36])#[N:18]. The yield is 0.960. (9) The reactants are [C:1]([CH:3]1[CH2:5][CH:4]1[C@H:6]([NH:8][C:9]([C:11]1[C:19]2[C:14](=[N:15][CH:16]=[C:17]([C:20]3[C:28]4[C:23](=[CH:24][C:25]([Cl:29])=[CH:26][CH:27]=4)[N:22]([CH3:30])[N:21]=3)[N:18]=2)[N:13](COCC[Si](C)(C)C)[CH:12]=1)=[O:10])[CH3:7])#[N:2].C(Cl)Cl.C(N)CN.O. The catalyst is C(O)(C(F)(F)F)=O. The product is [C:1]([CH:3]1[CH2:5][CH:4]1[C@H:6]([NH:8][C:9]([C:11]1[C:19]2[C:14](=[N:15][CH:16]=[C:17]([C:20]3[C:28]4[C:23](=[CH:24][C:25]([Cl:29])=[CH:26][CH:27]=4)[N:22]([CH3:30])[N:21]=3)[N:18]=2)[NH:13][CH:12]=1)=[O:10])[CH3:7])#[N:2]. The yield is 0.870. (10) The reactants are I[C:2]1[C:7]([N+:8]([O-:10])=[O:9])=[CH:6][N:5]=[C:4]2[O:11][CH2:12][CH2:13][C:3]=12.[OH:14][C@@:15]1([CH3:30])[C@@H:20]([CH3:21])[CH2:19][NH:18][CH2:17][C@H:16]1[NH:22][C:23](=[O:29])[O:24][C:25]([CH3:28])([CH3:27])[CH3:26].CCN(C(C)C)C(C)C. The catalyst is CCO. The product is [OH:14][C@@:15]1([CH3:30])[C@@H:20]([CH3:21])[CH2:19][N:18]([C:2]2[C:7]([N+:8]([O-:10])=[O:9])=[CH:6][N:5]=[C:4]3[O:11][CH2:12][CH2:13][C:3]=23)[CH2:17][C@H:16]1[NH:22][C:23](=[O:29])[O:24][C:25]([CH3:28])([CH3:27])[CH3:26]. The yield is 0.690.